Dataset: Reaction yield outcomes from USPTO patents with 853,638 reactions. Task: Predict the reaction yield, written as a fraction of the theoretical maximum amount of product (1.0 means a 100% yield; for example, 0.34 means a 34% yield). The reactants are Cl[C:2]1[N:7]=[C:6]([NH:8][C:9]2[CH:14]=[CH:13][CH:12]=[CH:11][C:10]=2[S:15]([CH:18]([CH3:20])[CH3:19])(=[O:17])=[O:16])[C:5]([Cl:21])=[CH:4][N:3]=1.[CH3:22][P:23]([C:26]1[CH:32]=[CH:31][C:29]([NH2:30])=[C:28]([O:33][C:34]([F:37])([F:36])[F:35])[CH:27]=1)([CH3:25])=[O:24].[OH-].[Na+]. The catalyst is COCCO. The product is [Cl:21][C:5]1[C:6]([NH:8][C:9]2[CH:14]=[CH:13][CH:12]=[CH:11][C:10]=2[S:15]([CH:18]([CH3:20])[CH3:19])(=[O:17])=[O:16])=[N:7][C:2]([NH:30][C:29]2[CH:31]=[CH:32][C:26]([P:23]([CH3:25])([CH3:22])=[O:24])=[CH:27][C:28]=2[O:33][C:34]([F:37])([F:35])[F:36])=[N:3][CH:4]=1. The yield is 0.0900.